From a dataset of Forward reaction prediction with 1.9M reactions from USPTO patents (1976-2016). Predict the product of the given reaction. (1) Given the reactants [F:1][C:2]1[CH:27]=[CH:26][C:5]2[N:6]=[C:7]([NH:15][C:16]3[CH:17]=[C:18]([CH:22]=[CH:23][C:24]=3[CH3:25])[C:19]([OH:21])=O)[C:8]3[CH:9]=[CH:10][NH:11][C:12](=[O:14])[C:13]=3[C:4]=2[CH:3]=1.[NH2:28][CH2:29][C@H:30]([OH:32])[CH3:31].F[P-](F)(F)(F)(F)F.N1(O[P+](N(C)C)(N(C)C)N(C)C)C2C=CC=CC=2N=N1.CCN(C(C)C)C(C)C, predict the reaction product. The product is: [F:1][C:2]1[CH:27]=[CH:26][C:5]2[N:6]=[C:7]([NH:15][C:16]3[CH:17]=[C:18]([CH:22]=[CH:23][C:24]=3[CH3:25])[C:19]([NH:28][CH2:29][C@H:30]([OH:32])[CH3:31])=[O:21])[C:8]3[CH:9]=[CH:10][NH:11][C:12](=[O:14])[C:13]=3[C:4]=2[CH:3]=1. (2) Given the reactants [F:1][C:2]1[C:7]([F:8])=[CH:6][CH:5]=[CH:4][C:3]=1[C:9]1([OH:14])[CH2:13][CH2:12][NH:11][CH2:10]1.C(=O)([O-])[O-].[K+].[K+].I[CH2:22][CH3:23], predict the reaction product. The product is: [F:1][C:2]1[C:7]([F:8])=[CH:6][CH:5]=[CH:4][C:3]=1[C:9]1([OH:14])[CH2:13][CH2:12][N:11]([CH2:22][CH3:23])[CH2:10]1. (3) Given the reactants [CH2:1]([N:4]([CH:12]1[CH2:21][CH2:20][C:19]2[C:14](=[CH:15][C:16]([C:22]#[N:23])=[CH:17][CH:18]=2)[CH2:13]1)[C:5](=[O:11])[O:6][C:7]([CH3:10])([CH3:9])[CH3:8])[CH:2]=C.N1C=CC=CC=1.[O:30]=[O+][O-], predict the reaction product. The product is: [C:22]([C:16]1[CH:15]=[C:14]2[C:19]([CH2:20][CH2:21][CH:12]([N:4]([CH2:1][CH:2]=[O:30])[C:5](=[O:11])[O:6][C:7]([CH3:10])([CH3:9])[CH3:8])[CH2:13]2)=[CH:18][CH:17]=1)#[N:23].